From a dataset of Forward reaction prediction with 1.9M reactions from USPTO patents (1976-2016). Predict the product of the given reaction. Given the reactants CN1CC23CCC4C(C2CCC3C1C)CC=[C:17]1[C:12]4(C)[CH2:13][CH2:14][CH:15]([OH:21])[CH2:16]1.C1C([N+:31]([O-:33])=[O:32])=CC=C([Cl-]C([O-])=O)C=1.CN1CCOCC1.[C:45](=[O:48])([O-:47])[O-:46], predict the reaction product. The product is: [N+:31]([C:12]1[CH:17]=[CH:16][C:15]([OH:21])=[CH:14][CH:13]=1)([O-:33])=[O:32].[C:45](=[O:46])([O-:48])[O-:47].